Task: Predict the reactants needed to synthesize the given product.. Dataset: Full USPTO retrosynthesis dataset with 1.9M reactions from patents (1976-2016) (1) Given the product [CH3:1][O:2][C:3]1[CH:4]=[CH:5][C:6]([C:7]([CH:9]2[CH2:10][CH2:11][N:12]([CH2:15][C:16]([NH:21][CH2:22][C:23]3[NH:32][C:31](=[O:33])[C:30]4[CH2:29][CH2:28][CH2:27][CH2:26][C:25]=4[N:24]=3)=[O:18])[CH2:13][CH2:14]2)=[O:8])=[CH:19][CH:20]=1, predict the reactants needed to synthesize it. The reactants are: [CH3:1][O:2][C:3]1[CH:20]=[CH:19][C:6]([C:7]([CH:9]2[CH2:14][CH2:13][N:12]([CH2:15][C:16]([OH:18])=O)[CH2:11][CH2:10]2)=[O:8])=[CH:5][CH:4]=1.[NH2:21][CH2:22][C:23]1[NH:32][C:31](=[O:33])[C:30]2[CH2:29][CH2:28][CH2:27][CH2:26][C:25]=2[N:24]=1. (2) Given the product [CH2:1]([N:3]([CH2:16][CH3:17])[C:4](=[O:15])[C:5]1[CH:10]=[CH:9][C:8]([NH:20][CH3:19])=[C:7]([N+:12]([O-:14])=[O:13])[CH:6]=1)[CH3:2], predict the reactants needed to synthesize it. The reactants are: [CH2:1]([N:3]([CH2:16][CH3:17])[C:4](=[O:15])[C:5]1[CH:10]=[CH:9][C:8](F)=[C:7]([N+:12]([O-:14])=[O:13])[CH:6]=1)[CH3:2].Cl.[CH3:19][NH2:20]. (3) Given the product [CH2:10]([O:12][C:13]([C:14]1[CH:15]=[C:16]([OH:17])[C:7]2[C:5](=[CH:4][C:3]([CH3:9])=[C:2]([Cl:1])[CH:8]=2)[N:6]=1)=[O:21])[CH3:11], predict the reactants needed to synthesize it. The reactants are: [Cl:1][C:2]1[CH:8]=[CH:7][C:5]([NH2:6])=[CH:4][C:3]=1[CH3:9].[CH2:10]([O:12][C:13](=[O:21])[C:14]#[C:15][C:16](OCC)=[O:17])[CH3:11]. (4) Given the product [Cl:1][C:2]1[N:7]=[C:6]([NH:8][CH3:9])[C:5]([N+:11]([O-:13])=[O:12])=[CH:4][CH:3]=1, predict the reactants needed to synthesize it. The reactants are: [Cl:1][C:2]1[N:7]=[C:6]([N:8](C)[CH3:9])[C:5]([N+:11]([O-:13])=[O:12])=[CH:4][CH:3]=1.CN.